From a dataset of Forward reaction prediction with 1.9M reactions from USPTO patents (1976-2016). Predict the product of the given reaction. (1) Given the reactants [CH3:1][N+:2]([CH3:4])=[CH2:3].[I-].[CH3:6][CH:7]1[CH2:12][C:11]([C:13]2[CH:18]=[CH:17][N:16]=[CH:15][C:14]=2[N+:19]([O-:21])=[O:20])=[CH:10][C:9]([O:22][Si](C)(C)C)=[CH:8]1.[OH-].[Na+], predict the reaction product. The product is: [CH3:3][N:2]([CH2:4][CH:8]1[C:9](=[O:22])[CH:10]=[C:11]([C:13]2[CH:18]=[CH:17][N:16]=[CH:15][C:14]=2[N+:19]([O-:21])=[O:20])[CH2:12][CH:7]1[CH3:6])[CH3:1]. (2) Given the reactants Cl[C:2]1[C:11]2[C:6](=[CH:7][C:8]([O:14][CH2:15][CH:16]3[CH2:21][CH2:20][N:19](C(OC(C)(C)C)=O)[CH2:18][CH2:17]3)=[C:9]([O:12][CH3:13])[CH:10]=2)[N:5]=[CH:4][N:3]=1.[Cl:29][C:30]1[CH:36]=[CH:35][C:33]([NH2:34])=[C:32]([F:37])[CH:31]=1.Cl, predict the reaction product. The product is: [Cl:29][C:30]1[CH:36]=[CH:35][C:33]([NH:34][C:2]2[C:11]3[C:6](=[CH:7][C:8]([O:14][CH2:15][CH:16]4[CH2:17][CH2:18][NH:19][CH2:20][CH2:21]4)=[C:9]([O:12][CH3:13])[CH:10]=3)[N:5]=[CH:4][N:3]=2)=[C:32]([F:37])[CH:31]=1. (3) Given the reactants [NH2:1][C:2]12[C:20](=[O:21])[C:19]3[C:14](=[CH:15][CH:16]=[CH:17][C:18]=3[N+:22]([O-:24])=[O:23])[C:3]1([OH:25])[O:4][C:5]1[CH:10]=[C:9]([CH:11]([CH3:13])[CH3:12])[CH:8]=[CH:7][C:6]=12.CCN=C=NCCCN(C)C.C1C=CC2N(O)N=NC=2C=1.[CH3:47][CH:48]([CH3:55])[CH2:49][C:50](=[O:54])[C:51](O)=[O:52], predict the reaction product. The product is: [OH:21][C:20]12[C:19]3[C:14](=[CH:15][CH:16]=[CH:17][C:18]=3[N+:22]([O-:24])=[O:23])[C:3](=[O:25])[C:2]1([NH:1][C:51](=[O:52])[C:50](=[O:54])[CH2:49][CH:48]([CH3:55])[CH3:47])[C:6]1[CH:7]=[CH:8][C:9]([CH:11]([CH3:13])[CH3:12])=[CH:10][C:5]=1[O:4]2. (4) Given the reactants Br[C:2]1[CH:3]=[C:4]([N:8]2[CH2:13][CH2:12][S:11](=[O:15])(=[O:14])[CH2:10][CH2:9]2)[CH:5]=[CH:6][CH:7]=1.[B:16]1([B:16]2[O:20][C:19]([CH3:22])([CH3:21])[C:18]([CH3:24])([CH3:23])[O:17]2)[O:20][C:19]([CH3:22])([CH3:21])[C:18]([CH3:24])([CH3:23])[O:17]1.C(Cl)Cl.C([O-])(=O)C, predict the reaction product. The product is: [CH3:23][C:18]1([CH3:24])[C:19]([CH3:22])([CH3:21])[O:20][B:16]([C:2]2[CH:3]=[C:4]([N:8]3[CH2:13][CH2:12][S:11](=[O:15])(=[O:14])[CH2:10][CH2:9]3)[CH:5]=[CH:6][CH:7]=2)[O:17]1. (5) The product is: [ClH:2].[Cl:17][C:12]1[CH:11]=[C:10]([C:6]2[CH:5]=[C:4]([CH2:3][N:20]3[CH:21]=[CH:22][N:23]=[C:19]3[CH3:18])[CH:9]=[CH:8][N:7]=2)[CH:15]=[CH:14][C:13]=1[Cl:16]. Given the reactants Cl.[Cl:2][CH2:3][C:4]1[CH:9]=[CH:8][N:7]=[C:6]([C:10]2[CH:15]=[CH:14][C:13]([Cl:16])=[C:12]([Cl:17])[CH:11]=2)[CH:5]=1.[CH3:18][C:19]1[NH:20][CH:21]=[CH:22][N:23]=1, predict the reaction product.